Dataset: Catalyst prediction with 721,799 reactions and 888 catalyst types from USPTO. Task: Predict which catalyst facilitates the given reaction. Reactant: [C:1]([C:5]1[CH:6]=[C:7]([NH:18][C:19]([NH:21][C@@H:22]2[C:31]3[C:26](=[CH:27][CH:28]=[CH:29][CH:30]=3)[C@H:25]([O:32][C:33]3[CH:34]=[CH:35][C:36]4[N:37]([C:39]([N:42]5[CH2:47][CH2:46][CH2:45][CH2:44][C@@H:43]5[CH3:48])=[N:40][N:41]=4)[CH:38]=3)[CH2:24][CH2:23]2)=[O:20])[N:8]([C:10]2[CH:15]=[CH:14][C:13](C=O)=[CH:12][CH:11]=2)[N:9]=1)([CH3:4])([CH3:3])[CH3:2].[CH3:49][O:50][CH2:51][CH2:52][NH:53][CH3:54].[C:55]([O:58][BH-](OC(=O)C)OC(=O)C)(=[O:57])C.[Na+].O. Product: [CH:55]([OH:58])=[O:57].[C:1]([C:5]1[CH:6]=[C:7]([NH:18][C:19]([NH:21][C@@H:22]2[C:31]3[C:26](=[CH:27][CH:28]=[CH:29][CH:30]=3)[C@H:25]([O:32][C:33]3[CH:34]=[CH:35][C:36]4[N:37]([C:39]([N:42]5[CH2:47][CH2:46][CH2:45][CH2:44][C@@H:43]5[CH3:48])=[N:40][N:41]=4)[CH:38]=3)[CH2:24][CH2:23]2)=[O:20])[N:8]([C:10]2[CH:15]=[CH:14][C:13]([CH2:54][N:53]([CH2:52][CH2:51][O:50][CH3:49])[CH3:55])=[CH:12][CH:11]=2)[N:9]=1)([CH3:3])([CH3:2])[CH3:4]. The catalyst class is: 2.